Dataset: NCI-60 drug combinations with 297,098 pairs across 59 cell lines. Task: Regression. Given two drug SMILES strings and cell line genomic features, predict the synergy score measuring deviation from expected non-interaction effect. (1) Drug 1: C1=NNC2=C1C(=O)NC=N2. Drug 2: C1CNP(=O)(OC1)N(CCCl)CCCl. Cell line: KM12. Synergy scores: CSS=-2.23, Synergy_ZIP=0.649, Synergy_Bliss=-0.0569, Synergy_Loewe=-2.65, Synergy_HSA=-2.44. (2) Drug 1: CNC(=O)C1=CC=CC=C1SC2=CC3=C(C=C2)C(=NN3)C=CC4=CC=CC=N4. Drug 2: C1C(C(OC1N2C=C(C(=O)NC2=O)F)CO)O. Cell line: COLO 205. Synergy scores: CSS=38.5, Synergy_ZIP=-1.13, Synergy_Bliss=-2.83, Synergy_Loewe=-8.39, Synergy_HSA=-4.27. (3) Drug 1: C1=NC2=C(N=C(N=C2N1C3C(C(C(O3)CO)O)F)Cl)N. Drug 2: C1C(C(OC1N2C=NC3=C2NC=NCC3O)CO)O. Cell line: SW-620. Synergy scores: CSS=0.543, Synergy_ZIP=0.326, Synergy_Bliss=0.938, Synergy_Loewe=0.335, Synergy_HSA=-0.917.